Dataset: Reaction yield outcomes from USPTO patents with 853,638 reactions. Task: Predict the reaction yield, written as a fraction of the theoretical maximum amount of product (1.0 means a 100% yield; for example, 0.34 means a 34% yield). (1) The reactants are [C:1](=O)([O-])[O-].[K+].[K+].Cl.CN1C(C2C=CN=C(NC3C=CC(S(=O)(=O)NC[CH2:30][O:31][CH2:32][CH2:33]OC)=CC=3)N=2)=CN=C1C.[Br:39][C:40]1[CH:45]=[CH:44][C:43](S)=[CH:42][CH:41]=1.O[O:48][S:49]([O-:51])=O.[K+]. The catalyst is CN(C=O)C.O. The product is [CH3:30][O:31][CH2:32][CH2:33][CH2:1][S:49]([C:43]1[CH:44]=[CH:45][C:40]([Br:39])=[CH:41][CH:42]=1)(=[O:51])=[O:48]. The yield is 0.620. (2) The reactants are C([O:4][CH2:5][CH2:6][CH2:7][N:8]([C:10]1[S:14][C:13]([NH:15][C:16](=[O:27])[CH2:17][C:18]2[N:19]=[C:20]([NH:23][C:24](=[O:26])[CH3:25])[S:21][CH:22]=2)=[N:12][CH:11]=1)[CH3:9])(=O)C.[OH-].[Na+]. The catalyst is CO. The product is [C:24]([NH:23][C:20]1[S:21][CH:22]=[C:18]([CH2:17][C:16]([NH:15][C:13]2[S:14][C:10]([N:8]([CH2:7][CH2:6][CH2:5][OH:4])[CH3:9])=[CH:11][N:12]=2)=[O:27])[N:19]=1)(=[O:26])[CH3:25]. The yield is 0.400. (3) The reactants are [Cl-].O[NH3+:3].[C:4](=[O:7])([O-])[OH:5].[Na+].CS(C)=O.[CH2:13]([C:15]1[N:16]([C:40]2[CH:45]=[CH:44][C:43]([O:46][C@@H:47]3[CH2:52][CH2:51][CH2:50][CH2:49][C@H:48]3[OH:53])=[CH:42][CH:41]=2)[C:17](=[O:39])[C:18]([CH2:24][C:25]2[CH:30]=[CH:29][C:28]([C:31]3[C:32]([C:37]#[N:38])=[CH:33][CH:34]=[CH:35][CH:36]=3)=[CH:27][CH:26]=2)=[C:19]([CH2:21][CH2:22][CH3:23])[N:20]=1)[CH3:14]. The catalyst is O. The product is [CH2:13]([C:15]1[N:16]([C:40]2[CH:45]=[CH:44][C:43]([O:46][C@@H:47]3[CH2:52][CH2:51][CH2:50][CH2:49][C@H:48]3[OH:53])=[CH:42][CH:41]=2)[C:17](=[O:39])[C:18]([CH2:24][C:25]2[CH:26]=[CH:27][C:28]([C:31]3[CH:36]=[CH:35][CH:34]=[CH:33][C:32]=3[C:37]3[NH:3][C:4](=[O:7])[O:5][N:38]=3)=[CH:29][CH:30]=2)=[C:19]([CH2:21][CH2:22][CH3:23])[N:20]=1)[CH3:14]. The yield is 0.550. (4) The reactants are [F:1][C:2]1[CH:3]=[C:4]([C:9]2[CH:18]=[N:17][C:16]3[C:15]([C:19]([O:21]C)=[O:20])=[C:14]([O:23]C)[C:13]([C:25]4[S:26][CH:27]=[CH:28][CH:29]=4)=[CH:12][C:11]=3[N:10]=2)[CH:5]=[CH:6][C:7]=1[F:8].B(Br)(Br)Br. The catalyst is ClCCl. The product is [F:1][C:2]1[CH:3]=[C:4]([C:9]2[CH:18]=[N:17][C:16]3[C:15]([C:19]([OH:21])=[O:20])=[C:14]([OH:23])[C:13]([C:25]4[S:26][CH:27]=[CH:28][CH:29]=4)=[CH:12][C:11]=3[N:10]=2)[CH:5]=[CH:6][C:7]=1[F:8]. The yield is 0.683.